From a dataset of Forward reaction prediction with 1.9M reactions from USPTO patents (1976-2016). Predict the product of the given reaction. The product is: [N:1]1[C:9]2[C:4](=[N:5][CH:6]=[CH:7][CH:8]=2)[S:3][C:2]=1[C:10]1[CH:15]=[CH:14][CH:13]=[CH:12][C:11]=1[NH:16][C:17]([C:19]1[CH:24]=[C:23]([C:34]#[C:33][CH2:32][OH:35])[N:22]=[C:21]([C:26]2[CH:31]=[CH:30][CH:29]=[CH:28][CH:27]=2)[N:20]=1)=[O:18]. Given the reactants [N:1]1[C:9]2[C:4](=[N:5][CH:6]=[CH:7][CH:8]=2)[S:3][C:2]=1[C:10]1[CH:15]=[CH:14][CH:13]=[CH:12][C:11]=1[NH:16][C:17]([C:19]1[CH:24]=[C:23](Cl)[N:22]=[C:21]([C:26]2[CH:31]=[CH:30][CH:29]=[CH:28][CH:27]=2)[N:20]=1)=[O:18].[CH2:32]([OH:35])[C:33]#[CH:34].C(N(CC)CC)C, predict the reaction product.